Dataset: NCI-60 drug combinations with 297,098 pairs across 59 cell lines. Task: Regression. Given two drug SMILES strings and cell line genomic features, predict the synergy score measuring deviation from expected non-interaction effect. Drug 1: CNC(=O)C1=CC=CC=C1SC2=CC3=C(C=C2)C(=NN3)C=CC4=CC=CC=N4. Drug 2: CC=C1C(=O)NC(C(=O)OC2CC(=O)NC(C(=O)NC(CSSCCC=C2)C(=O)N1)C(C)C)C(C)C. Cell line: TK-10. Synergy scores: CSS=18.9, Synergy_ZIP=-8.01, Synergy_Bliss=-7.01, Synergy_Loewe=-30.7, Synergy_HSA=-7.12.